Dataset: Full USPTO retrosynthesis dataset with 1.9M reactions from patents (1976-2016). Task: Predict the reactants needed to synthesize the given product. (1) Given the product [CH:7]1([C@@H:5]2[N:4]([C:12]3[CH:19]=[CH:18][C:15]([C:16]#[N:17])=[C:14]([CH3:20])[N:13]=3)[N:3]=[C:2]([C:31]3[CH:30]=[CH:29][C:24]4[NH:25][C:26](=[O:28])[O:27][C:22]([CH3:42])([CH3:21])[C:23]=4[CH:32]=3)[CH2:6]2)[CH2:11][CH2:10][CH2:9][CH2:8]1, predict the reactants needed to synthesize it. The reactants are: Cl[C:2]1[CH2:6][C@H:5]([CH:7]2[CH2:11][CH2:10][CH2:9][CH2:8]2)[N:4]([C:12]2[CH:19]=[CH:18][C:15]([C:16]#[N:17])=[C:14]([CH3:20])[N:13]=2)[N:3]=1.[CH3:21][C:22]1([CH3:42])[O:27][C:26](=[O:28])[NH:25][C:24]2[CH:29]=[CH:30][C:31](B3OC(C)(C)C(C)(C)O3)=[CH:32][C:23]1=2. (2) The reactants are: [CH3:1][NH:2][S:3]([CH2:6][C:7]1[CH:8]=[CH:9][C:10]2[NH:15][CH:14]=[C:13]([CH2:16][CH2:17][N:18]([CH3:20])[CH3:19])[C:11]=2[CH:12]=1)(=[O:5])=[O:4].[C:21]([OH:28])(=[O:27])[CH2:22][CH2:23][C:24]([OH:26])=[O:25]. Given the product [CH3:1][NH:2][S:3]([CH2:6][C:7]1[CH:8]=[CH:9][C:10]2[NH:15][CH:14]=[C:13]([CH2:16][CH2:17][N:18]([CH3:20])[CH3:19])[C:11]=2[CH:12]=1)(=[O:5])=[O:4].[CH2:22]([C:21]([OH:28])=[O:27])[CH2:23][C:24]([OH:26])=[O:25], predict the reactants needed to synthesize it. (3) Given the product [CH3:17][C:18]1[CH:19]=[CH:20][C:21]([C:24]2[C:32]3[C:31](=[O:33])[NH:30][C:29]([C:34]([NH:98][CH2:97][C:93]4[CH:94]=[CH:95][CH:96]=[C:91]([O:90][CH2:89][CH2:88][O:87][C:84]5[N:85]=[CH:86][NH:82][N:83]=5)[CH:92]=4)=[O:35])=[N:28][C:27]=3[S:26][CH:25]=2)=[CH:22][CH:23]=1, predict the reactants needed to synthesize it. The reactants are: O=C1C2C(=CC=CC=2)N=C(C(OCC)=O)N1.[CH3:17][C:18]1[CH:23]=[CH:22][C:21]([C:24]2[C:32]3[C:31](=[O:33])[NH:30][C:29]([C:34](OCC)=[O:35])=[N:28][C:27]=3[S:26][CH:25]=2)=[CH:20][CH:19]=1.C1(C(C2C=CC=CC=2)(C2C=CC=CC=2)N2C=NC(CCCOC3C=C(CN)C=CN=3)=N2)C=CC=CC=1.C1(C(C2C=CC=CC=2)(C2C=CC=CC=2)[N:82]2[CH:86]=[N:85][C:84]([O:87][CH2:88][CH2:89][O:90][C:91]3[CH:92]=[C:93]([CH2:97][NH2:98])[CH:94]=[CH:95][CH:96]=3)=[N:83]2)C=CC=CC=1. (4) Given the product [Cl:24][C:2]1[C:11]2[C:6](=[CH:7][C:8]([O:14][CH2:15][CH2:16][O:17][CH3:18])=[C:9]([O:12][CH3:13])[CH:10]=2)[N:5]=[CH:4][C:3]=1[C:19]#[N:20], predict the reactants needed to synthesize it. The reactants are: O[C:2]1[C:11]2[C:6](=[CH:7][C:8]([O:14][CH2:15][CH2:16][O:17][CH3:18])=[C:9]([O:12][CH3:13])[CH:10]=2)[N:5]=[CH:4][C:3]=1[C:19]#[N:20].C(Cl)(=O)C([Cl:24])=O.CN(C)C=O. (5) Given the product [C:8]1([N:7]([C:1]2[CH:2]=[CH:3][CH:4]=[CH:5][CH:6]=2)[C:21]2[C:22]([CH3:24])=[CH:23][C:18]([C:14]([CH3:17])([CH3:16])[CH3:15])=[CH:19][C:20]=2[CH3:26])[CH:9]=[CH:10][CH:11]=[CH:12][CH:13]=1, predict the reactants needed to synthesize it. The reactants are: [C:1]1([NH:7][C:8]2[CH:13]=[CH:12][CH:11]=[CH:10][CH:9]=2)[CH:6]=[CH:5][CH:4]=[CH:3][CH:2]=1.[C:14]([C:18]1[CH:23]=[C:22]([CH3:24])[C:21](Br)=[C:20]([CH3:26])[CH:19]=1)([CH3:17])([CH3:16])[CH3:15].C(O[Na])(C)(C)C.C(P(C(C)(C)C)C(C)(C)C)(C)(C)C.